Dataset: Reaction yield outcomes from USPTO patents with 853,638 reactions. Task: Predict the reaction yield, written as a fraction of the theoretical maximum amount of product (1.0 means a 100% yield; for example, 0.34 means a 34% yield). (1) The reactants are Br[C:2]1[CH:23]=[CH:22][C:5]([C:6]([NH:8][S:9]([C:12]2[CH:17]=[CH:16][CH:15]=[CH:14][C:13]=2[S:18](=[O:21])(=[O:20])[NH2:19])(=[O:11])=[O:10])=[O:7])=[C:4]([F:24])[CH:3]=1.[C:25]([CH:27]1[CH2:31][CH2:30][CH2:29][CH2:28]1)#[CH:26]. No catalyst specified. The product is [CH:27]1([C:25]#[C:26][C:2]2[CH:23]=[CH:22][C:5]([C:6]([NH:8][S:9]([C:12]3[CH:17]=[CH:16][CH:15]=[CH:14][C:13]=3[S:18](=[O:21])(=[O:20])[NH2:19])(=[O:11])=[O:10])=[O:7])=[C:4]([F:24])[CH:3]=2)[CH2:31][CH2:30][CH2:29][CH2:28]1. The yield is 0.420. (2) The reactants are Cl[CH:2]([CH:16]1[CH2:21][CH2:20][CH2:19][CH2:18][CH2:17]1)[C:3]1[CH:4]=[C:5]([C:10]2[CH2:11][CH2:12][S:13][CH2:14][CH:15]=2)[S:6][C:7]=1[CH2:8][CH3:9].[NH2:22][C:23]1[CH:32]=[CH:31][C:26]([C:27]([O:29]C)=[O:28])=[CH:25][CH:24]=1.[I-].[Na+].C(=O)([O-])[O-].[Na+].[Na+].Cl.[OH-].[Na+]. The catalyst is C(O)C.O1CCCC1.CN(C)C(=O)C. The product is [CH:16]1([CH:2]([NH:22][C:23]2[CH:32]=[CH:31][C:26]([C:27]([OH:29])=[O:28])=[CH:25][CH:24]=2)[C:3]2[CH:4]=[C:5]([C:10]3[CH2:11][CH2:12][S:13][CH2:14][CH:15]=3)[S:6][C:7]=2[CH2:8][CH3:9])[CH2:21][CH2:20][CH2:19][CH2:18][CH2:17]1. The yield is 0.310. (3) The reactants are [Cl:1][C:2]1[CH:35]=[CH:34][C:5]([CH2:6][O:7][NH:8][C:9]([C:11]2[CH:33]=[CH:32][C:14]([O:15][C:16]3[CH:25]=[C:24]4[C:19]([CH:20]([C:26]([O:28]C)=[O:27])[CH2:21][CH2:22][O:23]4)=[CH:18][C:17]=3[C:30]#[N:31])=[CH:13][CH:12]=2)=[O:10])=[CH:4][CH:3]=1.[OH-].[Na+].O.CO. The catalyst is C1COCC1.Cl.C(OCC)(=O)C. The product is [Cl:1][C:2]1[CH:3]=[CH:4][C:5]([CH2:6][O:7][NH:8][C:9]([C:11]2[CH:33]=[CH:32][C:14]([O:15][C:16]3[CH:25]=[C:24]4[C:19]([CH:20]([C:26]([OH:28])=[O:27])[CH2:21][CH2:22][O:23]4)=[CH:18][C:17]=3[C:30]#[N:31])=[CH:13][CH:12]=2)=[O:10])=[CH:34][CH:35]=1. The yield is 0.823. (4) The reactants are [CH3:1][S:2]([C:5]1[CH:10]=[CH:9][C:8]([NH:11][C:12]([C:14]2[CH:19]=[CH:18][CH:17]=[CH:16][N:15]=2)=[NH:13])=[CH:7][CH:6]=1)(=[O:4])=[O:3].C(=O)(O)[O-].[Na+].Br[CH2:26][C:27](=[O:32])[C:28]([F:31])([F:30])[F:29]. The catalyst is C(O)(C)C. The product is [OH:32][C:27]1([C:28]([F:31])([F:30])[F:29])[CH2:26][N:11]([C:8]2[CH:7]=[CH:6][C:5]([S:2]([CH3:1])(=[O:4])=[O:3])=[CH:10][CH:9]=2)[C:12]([C:14]2[CH:19]=[CH:18][CH:17]=[CH:16][N:15]=2)=[N:13]1. The yield is 0.180. (5) The yield is 0.740. The reactants are C(Cl)Cl.[Cl:4][C:5]1[C:6]([CH:16]([S:25]([C:28]2[CH:33]=[CH:32][C:31]([Cl:34])=[CH:30][CH:29]=2)(=[O:27])=[O:26])[C:17]2[CH:22]=[C:21]([F:23])[CH:20]=[CH:19][C:18]=2[F:24])=[CH:7][C:8]([N:11]([CH3:15])[CH2:12][CH2:13][OH:14])=[N:9][CH:10]=1.[CH2:35]([N:37]=[C:38]=[O:39])[CH3:36]. The catalyst is N1C=CC=CC=1. The product is [CH2:35]([NH:37][C:38](=[O:39])[O:14][CH2:13][CH2:12][N:11]([C:8]1[CH:7]=[C:6]([CH:16]([S:25]([C:28]2[CH:29]=[CH:30][C:31]([Cl:34])=[CH:32][CH:33]=2)(=[O:27])=[O:26])[C:17]2[CH:22]=[C:21]([F:23])[CH:20]=[CH:19][C:18]=2[F:24])[C:5]([Cl:4])=[CH:10][N:9]=1)[CH3:15])[CH3:36]. (6) The reactants are [OH:1][CH2:2][C:3]1[CH:4]=[C:5]([CH:8]=[CH:9][CH:10]=1)[C:6]#[N:7].N1C=CN=C1.[CH3:16][C:17]([Si:20](Cl)([CH3:22])[CH3:21])([CH3:19])[CH3:18]. The catalyst is C(Cl)Cl.CN(C1C=CN=CC=1)C.O. The product is [Si:20]([O:1][CH2:2][C:3]1[CH:4]=[C:5]([CH:8]=[CH:9][CH:10]=1)[C:6]#[N:7])([C:17]([CH3:19])([CH3:18])[CH3:16])([CH3:22])[CH3:21]. The yield is 0.990.